This data is from Reaction yield outcomes from USPTO patents with 853,638 reactions. The task is: Predict the reaction yield, written as a fraction of the theoretical maximum amount of product (1.0 means a 100% yield; for example, 0.34 means a 34% yield). (1) The reactants are [Li][N:2]([C:8]1[CH:17]=[CH:16][C:15]2[C:10](=[CH:11][CH:12]=[CH:13][CH:14]=2)[CH:9]=1)[C:3]([C:5]([O-:7])=O)=[O:4].N[CH2:19][CH2:20][O:21][CH:22]1[CH2:27][CH2:26][CH:25]([NH:28][C:29]2[CH:34]=[CH:33][C:32]([N+:35]([O-:37])=[O:36])=[C:31]([C:38]([F:41])([F:40])[F:39])[CH:30]=2)[CH2:24][CH2:23]1.CC[N:44]=C=NCCCN(C)C.Cl.C1C=CC2N(O)N=NC=2C=1.C(N(CC)CC)C. The catalyst is CN(C)C=O.C(OCC)(=O)C. The product is [CH:9]1[C:10]2[C:15](=[CH:14][CH:13]=[CH:12][CH:11]=2)[CH:16]=[CH:17][C:8]=1[N:2]([CH2:19][CH2:20][O:21][CH:22]1[CH2:27][CH2:26][CH:25]([NH:28][C:29]2[CH:34]=[CH:33][C:32]([N+:35]([O-:37])=[O:36])=[C:31]([C:38]([F:39])([F:40])[F:41])[CH:30]=2)[CH2:24][CH2:23]1)[C:3](=[O:4])[C:5]([NH2:44])=[O:7]. The yield is 0.170. (2) The reactants are [C:1](Cl)(=[O:3])[CH3:2].[Cl:5][C:6]1[CH:7]=[CH:8][C:9]2[N:15]([CH2:16][C:17]([CH3:21])([CH3:20])[CH2:18][OH:19])[C:14](=[O:22])[C@@H:13]([CH2:23][C:24]([NH:26][CH2:27][C:28]3[CH:33]=[CH:32][C:31]([CH2:34][C:35]([OH:37])=[O:36])=[CH:30][CH:29]=3)=[O:25])[O:12][C@H:11]([C:38]3[CH:43]=[CH:42][CH:41]=[C:40]([O:44][CH3:45])[C:39]=3[O:46][CH3:47])[C:10]=2[CH:48]=1.N1C=CC=CC=1.C(OCC)(=O)C. The catalyst is C(OCC)(=O)C.CO.O. The product is [C:1]([O:19][CH2:18][C:17]([CH3:20])([CH3:21])[CH2:16][N:15]1[C:9]2[CH:8]=[CH:7][C:6]([Cl:5])=[CH:48][C:10]=2[C@@H:11]([C:38]2[CH:43]=[CH:42][CH:41]=[C:40]([O:44][CH3:45])[C:39]=2[O:46][CH3:47])[O:12][C@H:13]([CH2:23][C:24]([NH:26][CH2:27][C:28]2[CH:33]=[CH:32][C:31]([CH2:34][C:35]([OH:37])=[O:36])=[CH:30][CH:29]=2)=[O:25])[C:14]1=[O:22])(=[O:3])[CH3:2]. The yield is 0.530. (3) The reactants are [CH3:1][C:2]1([CH3:41])[CH2:11][CH2:10][C:9]2[N:8]=[CH:7][N:6]=[C:5]([N:12]3[CH2:18][C:17]4[CH:19]=[C:20]([C:23]5[CH:24]=[C:25]6[N:31](COCC[Si](C)(C)C)[C:30]([CH3:40])=[N:29][C:26]6=[N:27][CH:28]=5)[CH:21]=[CH:22][C:16]=4[O:15][CH2:14][CH2:13]3)[C:4]=2[CH2:3]1.Cl. The catalyst is CO. The product is [CH3:1][C:2]1([CH3:41])[CH2:11][CH2:10][C:9]2[N:8]=[CH:7][N:6]=[C:5]([N:12]3[CH2:18][C:17]4[CH:19]=[C:20]([C:23]5[CH:24]=[C:25]6[NH:31][C:30]([CH3:40])=[N:29][C:26]6=[N:27][CH:28]=5)[CH:21]=[CH:22][C:16]=4[O:15][CH2:14][CH2:13]3)[C:4]=2[CH2:3]1. The yield is 0.670.